From a dataset of Forward reaction prediction with 1.9M reactions from USPTO patents (1976-2016). Predict the product of the given reaction. (1) Given the reactants [CH3:1][N:2]1[CH2:7][CH2:6][N:5]([CH2:8][CH2:9][N:10]2[C:14]3[CH2:15][CH2:16][C:17]4[C:18]5[C:23]([S:24][C:25]=4[C:13]=3[CH:12]=[N:11]2)=[N:22][CH:21]=[N:20][C:19]=5[O:26]CCC2C=CC([N+]([O-])=O)=CC=2)[CH2:4][CH2:3]1.CC(C)([O-])C.[K+], predict the reaction product. The product is: [CH3:1][N:2]1[CH2:7][CH2:6][N:5]([CH2:8][CH2:9][N:10]2[C:14]3[CH2:15][CH2:16][C:17]4[C:18]5[C:19]([OH:26])=[N:20][CH:21]=[N:22][C:23]=5[S:24][C:25]=4[C:13]=3[CH:12]=[N:11]2)[CH2:4][CH2:3]1. (2) Given the reactants N.[Cl:2][C:3]1[CH:8]=[C:7]([C:9]([F:12])([F:11])[F:10])[CH:6]=[C:5]([Cl:13])[C:4]=1[NH:14][N:15]=[C:16]([CH2:19][C:20]#[N:21])[C:17]#[N:18], predict the reaction product. The product is: [NH2:21][C:20]1[N:14]([C:4]2[C:3]([Cl:2])=[CH:8][C:7]([C:9]([F:11])([F:12])[F:10])=[CH:6][C:5]=2[Cl:13])[N:15]=[C:16]([C:17]#[N:18])[CH:19]=1.